The task is: Predict the reactants needed to synthesize the given product.. This data is from Full USPTO retrosynthesis dataset with 1.9M reactions from patents (1976-2016). The reactants are: Br[C:2]1[CH:7]=[CH:6][N:5]2[N:8]=[CH:9][CH:10]=[C:4]2[CH:3]=1.[F:11][C:12]1[CH:17]=[C:16]([F:18])[CH:15]=[CH:14][C:13]=1[S:19]([NH:22][C:23]1[C:24]([O:38][CH3:39])=[N:25][CH:26]=[C:27](B2OC(C)(C)C(C)(C)O2)[CH:28]=1)(=[O:21])=[O:20].C([O-])([O-])=O.[Na+].[Na+]. Given the product [F:11][C:12]1[CH:17]=[C:16]([F:18])[CH:15]=[CH:14][C:13]=1[S:19]([NH:22][C:23]1[C:24]([O:38][CH3:39])=[N:25][CH:26]=[C:27]([C:2]2[CH:7]=[CH:6][N:5]3[N:8]=[CH:9][CH:10]=[C:4]3[CH:3]=2)[CH:28]=1)(=[O:21])=[O:20], predict the reactants needed to synthesize it.